From a dataset of Full USPTO retrosynthesis dataset with 1.9M reactions from patents (1976-2016). Predict the reactants needed to synthesize the given product. (1) Given the product [O:1]=[C:2]1[CH2:7][N:6]([CH:21]2[CH2:30][CH2:29][C:28]3[CH:27]=[C:26]([C:31]#[N:32])[CH:25]=[CH:24][C:23]=3[CH2:22]2)[CH2:5][CH2:4][N:3]1[C@@H:8]1[CH2:17][CH2:16][C:15]2[CH:14]=[C:13]([C:18]#[N:19])[CH:12]=[CH:11][C:10]=2[CH2:9]1, predict the reactants needed to synthesize it. The reactants are: [O:1]=[C:2]1[CH2:7][NH:6][CH2:5][CH2:4][N:3]1[C@@H:8]1[CH2:17][CH2:16][C:15]2[CH:14]=[C:13]([C:18]#[N:19])[CH:12]=[CH:11][C:10]=2[CH2:9]1.O=[C:21]1[CH2:30][CH2:29][C:28]2[CH:27]=[C:26]([C:31]#[N:32])[CH:25]=[CH:24][C:23]=2[CH2:22]1. (2) Given the product [CH2:1]([NH:3][C:4]([NH:6][C:7]1[S:8][C:9]2[C:15]([NH:16][C:17]([C:19]3[N:20]=[CH:21][CH:22]=[CH:23][N:24]=3)=[O:18])=[CH:14][C:13]([C:25]3[CH:26]=[N:27][C:28]([N:31]4[CH2:32][CH2:33][C:34]([CH3:42])([C:37]([OH:39])=[O:38])[CH2:35][CH2:36]4)=[N:29][CH:30]=3)=[CH:12][C:10]=2[N:11]=1)=[O:5])[CH3:2], predict the reactants needed to synthesize it. The reactants are: [CH2:1]([NH:3][C:4]([NH:6][C:7]1[S:8][C:9]2[C:15]([NH:16][C:17]([C:19]3[N:24]=[CH:23][CH:22]=[CH:21][N:20]=3)=[O:18])=[CH:14][C:13]([C:25]3[CH:26]=[N:27][C:28]([N:31]4[CH2:36][CH2:35][C:34]([CH3:42])([C:37]([O:39]CC)=[O:38])[CH2:33][CH2:32]4)=[N:29][CH:30]=3)=[CH:12][C:10]=2[N:11]=1)=[O:5])[CH3:2].CC(C)([O-])C.[K+]. (3) Given the product [CH2:13]([N:7]1[C:6]([C:2]2[S:1][CH:5]=[CH:4][CH:3]=2)=[CH:10][CH:9]=[N:8]1)[CH2:14][CH3:15], predict the reactants needed to synthesize it. The reactants are: [S:1]1[CH:5]=[CH:4][CH:3]=[C:2]1[C:6]1[CH:10]=[CH:9][NH:8][N:7]=1.[H-].[Na+].[CH2:13](I)[CH2:14][CH3:15].C(N1C=CC(C2SC=CC=2)=N1)CC. (4) Given the product [CH2:41]([O:40][C:38]1[CH:39]=[C:34]([NH:33][CH:26]([C:27]2[CH:32]=[CH:31][CH:30]=[CH:29][CH:28]=2)[C:8]([C:10]2[C:18]3[C:13](=[CH:14][CH:15]=[CH:16][CH:17]=3)[NH:12][CH:11]=2)=[O:9])[CH:35]=[N:36][CH:37]=1)[CH3:42], predict the reactants needed to synthesize it. The reactants are: C(N(CC)CC)C.[CH:8]([C:10]1[C:18]2[C:13](=[CH:14][CH:15]=[CH:16][CH:17]=2)[N:12](C(OC(C)(C)C)=O)[CH:11]=1)=[O:9].[CH:26](=[N:33][C:34]1[CH:35]=[N:36][CH:37]=[C:38]([O:40][CH2:41][CH3:42])[CH:39]=1)[C:27]1[CH:32]=[CH:31][CH:30]=[CH:29][CH:28]=1. (5) Given the product [C:31]([CH:28]1[CH2:29][CH2:30][N:26]([C:24]([CH:22]2[CH2:21][N:20]([C:13]3[N:14]4[C:18]([N:19]=[C:11]5[CH2:10][CH2:9][NH:8][CH2:34][CH2:33][C:12]=35)=[CH:17][CH:16]=[N:15]4)[CH2:23]2)=[O:25])[CH2:27]1)#[CH:32], predict the reactants needed to synthesize it. The reactants are: C(OC([N:8]1[CH2:34][CH2:33][C:12]2=[C:13]([N:20]3[CH2:23][CH:22]([C:24]([N:26]4[CH2:30][CH2:29][CH:28]([C:31]#[CH:32])[CH2:27]4)=[O:25])[CH2:21]3)[N:14]3[C:18]([N:19]=[C:11]2[CH2:10][CH2:9]1)=[CH:17][CH:16]=[N:15]3)=O)(C)(C)C.C(O)(C(F)(F)F)=O.CO. (6) Given the product [CH2:30]([O:29][C:22]1[CH:21]=[C:20]([C:18](=[O:19])[CH2:17][CH2:16][C:15]([NH:14][C:4]2[CH:3]=[C:2]([C:72]3[CH:73]=[CH:74][C:69]([CH2:68][CH2:67][C:64]([OH:66])=[O:65])=[CH:70][CH:71]=3)[CH:7]=[C:6]([C:8]3[CH:13]=[CH:12][CH:11]=[CH:10][CH:9]=3)[N:5]=2)=[O:32])[CH:25]=[CH:24][C:23]=1[O:26][CH2:27][CH3:28])[CH3:31], predict the reactants needed to synthesize it. The reactants are: Cl[C:2]1[CH:7]=[C:6]([C:8]2[CH:13]=[CH:12][CH:11]=[CH:10][CH:9]=2)[N:5]=[C:4]([NH:14][C:15](=[O:32])[CH2:16][CH2:17][C:18]([C:20]2[CH:25]=[CH:24][C:23]([O:26][CH2:27][CH3:28])=[C:22]([O:29][CH2:30][CH3:31])[CH:21]=2)=[O:19])[CH:3]=1.C1(C2C=CC=CC=2)C=CC=CC=1P(C1CCCCC1)C1CCCCC1.C(=O)([O-])[O-].[K+].[K+].[C:64]([CH2:67][CH2:68][C:69]1[CH:74]=[CH:73][C:72](B(O)O)=[CH:71][CH:70]=1)([OH:66])=[O:65]. (7) The reactants are: [NH2:1][C:2]1[C:10]([CH3:11])=[CH:9][CH:8]=[CH:7][C:3]=1[C:4]([OH:6])=[O:5].[Br:12]Br.Cl. Given the product [NH2:1][C:2]1[C:10]([CH3:11])=[CH:9][C:8]([Br:12])=[CH:7][C:3]=1[C:4]([OH:6])=[O:5], predict the reactants needed to synthesize it. (8) The reactants are: [Cl:1][C:2]1[CH:3]=[C:4]([CH:8]([OH:30])[CH2:9][NH:10][C:11]2[CH:16]=[CH:15][NH:14][C:13](=[O:17])[C:12]=2[C:18]2[NH:19][C:20]3[CH:26]=[C:25]([C:27]#[N:28])[CH:24]=[C:23]([CH3:29])[C:21]=3[N:22]=2)[CH:5]=[CH:6][CH:7]=1.Cl.N[CH2:33][CH2:34][SH:35].C(N(CC)CC)C. Given the product [Cl:1][C:2]1[CH:3]=[C:4]([CH:8]([OH:30])[CH2:9][NH:10][C:11]2[CH:16]=[CH:15][NH:14][C:13](=[O:17])[C:12]=2[C:18]2[NH:19][C:20]3[CH:26]=[C:25]([C:27]4[S:35][CH2:34][CH2:33][N:28]=4)[CH:24]=[C:23]([CH3:29])[C:21]=3[N:22]=2)[CH:5]=[CH:6][CH:7]=1, predict the reactants needed to synthesize it. (9) Given the product [CH2:20]([O:19][C:17](=[O:18])[CH:16]([O:22][CH2:23][CH3:24])[CH2:15][C:12]1[CH:11]=[CH:10][C:9]([OH:8])=[CH:14][CH:13]=1)[CH3:21], predict the reactants needed to synthesize it. The reactants are: C([O:8][C:9]1[CH:14]=[CH:13][C:12]([CH2:15][C@H:16]([O:22][CH2:23][CH3:24])[C:17]([O:19][CH2:20][CH3:21])=[O:18])=[CH:11][CH:10]=1)C1C=CC=CC=1.C(O)C.